From a dataset of CYP3A4 inhibition data for predicting drug metabolism from PubChem BioAssay. Regression/Classification. Given a drug SMILES string, predict its absorption, distribution, metabolism, or excretion properties. Task type varies by dataset: regression for continuous measurements (e.g., permeability, clearance, half-life) or binary classification for categorical outcomes (e.g., BBB penetration, CYP inhibition). Dataset: cyp3a4_veith. (1) The compound is COc1ccc(-c2cc(C(F)F)nc(-n3nc(C)cc3C)n2)cc1. The result is 1 (inhibitor). (2) The drug is COc1ccc(Cn2c(SCc3ccccc3C)nc3cc(OC)c(OC)cc3c2=N)cc1. The result is 1 (inhibitor). (3) The molecule is CCOC(=O)c1cnn(-c2nc(-c3ccc(F)cc3)cs2)c1C(F)(F)F. The result is 0 (non-inhibitor). (4) The molecule is COC(=O)N1CCC2(CCN(C(=O)NC(C)C)CC2)CC1. The result is 0 (non-inhibitor). (5) The molecule is CN(CCCCCCCCCCN(C)C(=O)Oc1ccccc1[N+](C)(C)C)C(=O)Oc1ccccc1[N+](C)(C)C. The result is 0 (non-inhibitor). (6) The drug is O=C(Nc1cccc(F)c1)N1CC[C@@]2(CCCN(C(=O)c3csnn3)C2)C1. The result is 1 (inhibitor). (7) The compound is NC1(C(=O)O)CC(C(=O)O)C1. The result is 0 (non-inhibitor). (8) The drug is COC(=O)c1sccc1NC(=O)c1cc(-c2ccc(C)cc2)nc2ccccc12. The result is 0 (non-inhibitor). (9) The molecule is CSc1ncc(C(=O)O)c(C)n1. The result is 0 (non-inhibitor).